Dataset: Full USPTO retrosynthesis dataset with 1.9M reactions from patents (1976-2016). Task: Predict the reactants needed to synthesize the given product. Given the product [ClH:1].[ClH:18].[NH:20]1[C:24]2=[N:25][CH:26]=[CH:27][C:28]([O:29][C:30]3[CH:35]=[CH:34][C:33]([NH:36][C:11]4[N:12]=[CH:13][CH:14]=[CH:15][C:10]=4[C:9]([NH:8][C:3]4[CH:4]=[CH:5][CH:6]=[CH:7][C:2]=4[Cl:1])=[O:17])=[CH:32][C:31]=3[F:53])=[C:23]2[CH:22]=[CH:21]1, predict the reactants needed to synthesize it. The reactants are: [Cl:1][C:2]1[CH:7]=[CH:6][CH:5]=[CH:4][C:3]=1[NH:8][C:9](=[O:17])[C:10]1[CH:15]=[CH:14][CH:13]=[N:12][C:11]=1F.[ClH:18].Cl.[NH:20]1[C:24]2=[N:25][CH:26]=[CH:27][C:28]([O:29][C:30]3[CH:35]=[CH:34][C:33]([NH:36]C4N=CC=CC=4C(NC4C=CC=CC=4C)=O)=[CH:32][C:31]=3[F:53])=[C:23]2[CH:22]=[CH:21]1.